Dataset: Reaction yield outcomes from USPTO patents with 853,638 reactions. Task: Predict the reaction yield, written as a fraction of the theoretical maximum amount of product (1.0 means a 100% yield; for example, 0.34 means a 34% yield). (1) The reactants are [CH2:1]([NH:3][C:4]([NH:6][C:7]1[CH:8]=[C:9]([CH:11]=[CH:12][CH:13]=1)[NH2:10])=[O:5])[CH3:2].Cl[C:15]1[N:20]=[C:19](Cl)[C:18]([F:22])=[CH:17][N:16]=1. No catalyst specified. The product is [CH2:1]([NH:3][C:4]([NH:6][C:7]1[CH:8]=[C:9]([NH:10][C:15]2[N:20]=[C:19]([NH:10][C:9]3[CH:11]=[CH:12][CH:13]=[C:7]([NH:6][C:4]([NH:3][CH2:1][CH3:2])=[O:5])[CH:8]=3)[C:18]([F:22])=[CH:17][N:16]=2)[CH:11]=[CH:12][CH:13]=1)=[O:5])[CH3:2]. The yield is 0.660. (2) The reactants are C[O:2][C:3]([C:5]1[CH:6]=[N:7][C:8]([C:11]2[CH:16]=[CH:15][C:14]([F:17])=[CH:13][CH:12]=2)=[CH:9][CH:10]=1)=[O:4].[OH-].[Na+].Cl. The product is [F:17][C:14]1[CH:15]=[CH:16][C:11]([C:8]2[N:7]=[CH:6][C:5]([C:3]([OH:4])=[O:2])=[CH:10][CH:9]=2)=[CH:12][CH:13]=1. The yield is 0.370. The catalyst is C1COCC1. (3) The reactants are [F:1][C:2]1[CH:7]=[C:6]([F:8])[CH:5]=[CH:4][C:3]=1[C:9]([OH:38])([CH2:32][N:33]1[CH:37]=[N:36][CH:35]=[N:34]1)[CH2:10][N:11]1[CH:15]=[N:14][C:13](/[CH:16]=[CH:17]/[C:18]2[CH:23]=[CH:22][C:21]([O:24][CH2:25][C:26]([F:31])([F:30])[CH:27]([F:29])[F:28])=[CH:20][CH:19]=2)=[N:12]1.N1C=NN=N1.C(N(C(C)C)[P:48]([O:57][CH2:58][C:59]1[CH:64]=[CH:63][CH:62]=[CH:61][CH:60]=1)[O:49][CH2:50][C:51]1[CH:56]=[CH:55][CH:54]=[CH:53][CH:52]=1)(C)C.[OH:68]O. The catalyst is C(Cl)Cl. The product is [P:48]([O:38][C:9]([C:3]1[CH:4]=[CH:5][C:6]([F:8])=[CH:7][C:2]=1[F:1])([CH2:32][N:33]1[CH:37]=[N:36][CH:35]=[N:34]1)[CH2:10][N:11]1[CH:15]=[N:14][C:13](/[CH:16]=[CH:17]/[C:18]2[CH:19]=[CH:20][C:21]([O:24][CH2:25][C:26]([F:31])([F:30])[CH:27]([F:28])[F:29])=[CH:22][CH:23]=2)=[N:12]1)([O:49][CH2:50][C:51]1[CH:52]=[CH:53][CH:54]=[CH:55][CH:56]=1)([O:57][CH2:58][C:59]1[CH:60]=[CH:61][CH:62]=[CH:63][CH:64]=1)=[O:68]. The yield is 0.840. (4) The reactants are [CH3:1][N:2]1[C@H:8]([CH2:9][O:10]C2CCCCO2)[CH2:7][CH2:6][C:3]21[CH2:5][CH2:4]2.CC1C=CC(S(O)(=O)=O)=CC=1. The catalyst is CO. The product is [CH3:1][N:2]1[C@H:8]([CH2:9][OH:10])[CH2:7][CH2:6][C:3]21[CH2:5][CH2:4]2. The yield is 0.800. (5) The reactants are [CH3:1][O:2][C:3](=[O:28])[NH:4][CH:5]([C:9]([N:11]1[CH2:15][CH2:14][CH2:13][CH:12]1[C:16]1[NH:17][C:18]([C:21]2[CH:26]=[CH:25][C:24](Br)=[CH:23][CH:22]=2)=[CH:19][N:20]=1)=[O:10])[CH:6]([CH3:8])[CH3:7].[Si:29]([C:33]#[CH:34])([CH3:32])([CH3:31])[CH3:30].C(N(CC)CC)C.N#N. The catalyst is CN(C=O)C.C1C=CC([P]([Pd]([P](C2C=CC=CC=2)(C2C=CC=CC=2)C2C=CC=CC=2)([P](C2C=CC=CC=2)(C2C=CC=CC=2)C2C=CC=CC=2)[P](C2C=CC=CC=2)(C2C=CC=CC=2)C2C=CC=CC=2)(C2C=CC=CC=2)C2C=CC=CC=2)=CC=1.[Cu]I. The product is [CH3:1][O:2][C:3](=[O:28])[NH:4][CH:5]([C:9]([N:11]1[CH2:15][CH2:14][CH2:13][CH:12]1[C:16]1[NH:17][C:18]([C:21]2[CH:26]=[CH:25][C:24]([C:34]#[C:33][Si:29]([CH3:32])([CH3:31])[CH3:30])=[CH:23][CH:22]=2)=[CH:19][N:20]=1)=[O:10])[CH:6]([CH3:8])[CH3:7]. The yield is 0.590.